Predict the reactants needed to synthesize the given product. From a dataset of Full USPTO retrosynthesis dataset with 1.9M reactions from patents (1976-2016). Given the product [C:20]([C:24]1[CH:29]=[CH:28][C:27]([S:30]([N:19]([C:16]2[CH:17]=[CH:18][C:13]([O:12][CH3:11])=[CH:14][CH:15]=2)[CH2:2][C:3]([N:8]([CH2:9][CH3:10])[CH2:6][CH3:7])=[O:4])(=[O:32])=[O:31])=[CH:26][CH:25]=1)([CH3:23])([CH3:21])[CH3:22], predict the reactants needed to synthesize it. The reactants are: Br[CH2:2][C:3](Br)=[O:4].[CH2:6]([NH:8][CH2:9][CH3:10])[CH3:7].[CH3:11][O:12][C:13]1[CH:18]=[CH:17][C:16]([NH2:19])=[CH:15][CH:14]=1.[C:20]([C:24]1[CH:29]=[CH:28][C:27]([S:30](Cl)(=[O:32])=[O:31])=[CH:26][CH:25]=1)([CH3:23])([CH3:22])[CH3:21].